From a dataset of Full USPTO retrosynthesis dataset with 1.9M reactions from patents (1976-2016). Predict the reactants needed to synthesize the given product. (1) Given the product [CH3:21][O:20][C:18]1[CH:17]=[CH:16][CH:15]=[C:14]2[C:19]=1[CH:11]([NH:10][C:7]1[O:8][CH2:9][C:4]3[CH:3]=[C:2]([NH:24][C:25]4[CH:30]=[CH:29][CH:28]=[C:27]([C:31]([F:33])([F:32])[F:34])[N:26]=4)[CH:23]=[CH:22][C:5]=3[N:6]=1)[CH2:12][CH2:13]2, predict the reactants needed to synthesize it. The reactants are: Br[C:2]1[CH:23]=[CH:22][C:5]2[N:6]=[C:7]([NH:10][CH:11]3[C:19]4[C:14](=[CH:15][CH:16]=[CH:17][C:18]=4[O:20][CH3:21])[CH2:13][CH2:12]3)[O:8][CH2:9][C:4]=2[CH:3]=1.[NH2:24][C:25]1[CH:30]=[CH:29][CH:28]=[C:27]([C:31]([F:34])([F:33])[F:32])[N:26]=1. (2) The reactants are: [CH:1]([C:4]1[CH:9]=[CH:8][C:7]([C:10]2[N:11]=[CH:12][N:13]([C:15]3[CH:16]=[C:17]([CH:22]=[CH:23][CH:24]=3)[C:18]([O:20]C)=[O:19])[CH:14]=2)=[CH:6][CH:5]=1)([CH3:3])[CH3:2].O.[OH-].[Li+].C(O)(=O)C. Given the product [CH:1]([C:4]1[CH:5]=[CH:6][C:7]([C:10]2[N:11]=[CH:12][N:13]([C:15]3[CH:16]=[C:17]([CH:22]=[CH:23][CH:24]=3)[C:18]([OH:20])=[O:19])[CH:14]=2)=[CH:8][CH:9]=1)([CH3:3])[CH3:2], predict the reactants needed to synthesize it. (3) Given the product [CH3:18][C:19]1[O:23][N:22]=[C:21]([C:24]2[CH:29]=[CH:28][CH:27]=[CH:26][CH:25]=2)[C:20]=1[CH:30]=[O:31], predict the reactants needed to synthesize it. The reactants are: [Cr](Cl)([O-])(=O)=O.[NH+]1C=CC=CC=1.S([O-])([O-])(=O)=O.[Mg+2].[CH3:18][C:19]1[O:23][N:22]=[C:21]([C:24]2[CH:29]=[CH:28][CH:27]=[CH:26][CH:25]=2)[C:20]=1[CH2:30][OH:31]. (4) Given the product [Cl:1][C:2]1[CH:3]=[C:4]([C:5]2[O:7][N:28]=[C:27]([C:29]3[C:37]4[O:36][CH:35]=[CH:34][C:33]=4[C:32]([O:38][CH2:39][O:40][CH2:41][CH2:42][Si:43]([CH3:46])([CH3:45])[CH3:44])=[CH:31][CH:30]=3)[N:26]=2)[CH:8]=[CH:9][C:10]=1[O:11][CH:12]([CH3:14])[CH3:13], predict the reactants needed to synthesize it. The reactants are: [Cl:1][C:2]1[CH:3]=[C:4]([CH:8]=[CH:9][C:10]=1[O:11][CH:12]([CH3:14])[CH3:13])[C:5]([OH:7])=O.C1C=CC2N(O)N=NC=2C=1.O[NH:26][C:27]([C:29]1[C:37]2[O:36][CH:35]=[CH:34][C:33]=2[C:32]([O:38][CH2:39][O:40][CH2:41][CH2:42][Si:43]([CH3:46])([CH3:45])[CH3:44])=[CH:31][CH:30]=1)=[NH:28].CCCC[N+](CCCC)(CCCC)CCCC.[F-]. (5) Given the product [C:1]1([C:17]2[CH:22]=[CH:21][CH:20]=[CH:19][CH:18]=2)[CH:6]=[CH:5][CH:4]=[CH:3][C:2]=1[C:7]([N:9]1[CH2:10][CH:11]2[CH:15]([CH2:14][N:13]([C:24]3[N:29]=[C:28]([C:30]4[O:31][CH:32]=[CH:33][CH:34]=4)[CH:27]=[CH:26][N:25]=3)[CH2:12]2)[CH2:16]1)=[O:8], predict the reactants needed to synthesize it. The reactants are: [C:1]1([C:17]2[CH:22]=[CH:21][CH:20]=[CH:19][CH:18]=2)[CH:6]=[CH:5][CH:4]=[CH:3][C:2]=1[C:7]([N:9]1[CH2:16][CH:15]2[CH:11]([CH2:12][NH:13][CH2:14]2)[CH2:10]1)=[O:8].Cl[C:24]1[N:29]=[C:28]([C:30]2[O:31][CH:32]=[CH:33][CH:34]=2)[CH:27]=[CH:26][N:25]=1.